Task: Regression. Given two drug SMILES strings and cell line genomic features, predict the synergy score measuring deviation from expected non-interaction effect.. Dataset: NCI-60 drug combinations with 297,098 pairs across 59 cell lines (1) Drug 1: CC1=CC=C(C=C1)C2=CC(=NN2C3=CC=C(C=C3)S(=O)(=O)N)C(F)(F)F. Drug 2: CCCCCOC(=O)NC1=NC(=O)N(C=C1F)C2C(C(C(O2)C)O)O. Cell line: NCI-H460. Synergy scores: CSS=-0.639, Synergy_ZIP=1.19, Synergy_Bliss=1.48, Synergy_Loewe=-3.04, Synergy_HSA=-2.79. (2) Drug 1: CC1=C(C=C(C=C1)NC(=O)C2=CC=C(C=C2)CN3CCN(CC3)C)NC4=NC=CC(=N4)C5=CN=CC=C5. Drug 2: CC1=C(N=C(N=C1N)C(CC(=O)N)NCC(C(=O)N)N)C(=O)NC(C(C2=CN=CN2)OC3C(C(C(C(O3)CO)O)O)OC4C(C(C(C(O4)CO)O)OC(=O)N)O)C(=O)NC(C)C(C(C)C(=O)NC(C(C)O)C(=O)NCCC5=NC(=CS5)C6=NC(=CS6)C(=O)NCCC[S+](C)C)O. Cell line: UACC-257. Synergy scores: CSS=0.584, Synergy_ZIP=-0.0229, Synergy_Bliss=0.971, Synergy_Loewe=-5.42, Synergy_HSA=-1.71. (3) Cell line: MDA-MB-231. Drug 2: CC(C)(C#N)C1=CC(=CC(=C1)CN2C=NC=N2)C(C)(C)C#N. Drug 1: C1=CN(C(=O)N=C1N)C2C(C(C(O2)CO)O)O.Cl. Synergy scores: CSS=12.7, Synergy_ZIP=-4.44, Synergy_Bliss=-1.08, Synergy_Loewe=-2.47, Synergy_HSA=-0.441. (4) Cell line: SK-MEL-2. Drug 2: N.N.Cl[Pt+2]Cl. Synergy scores: CSS=53.9, Synergy_ZIP=-1.93, Synergy_Bliss=-5.09, Synergy_Loewe=-4.01, Synergy_HSA=-3.70. Drug 1: C1=CC(=CC=C1C#N)C(C2=CC=C(C=C2)C#N)N3C=NC=N3. (5) Drug 1: CC(CN1CC(=O)NC(=O)C1)N2CC(=O)NC(=O)C2. Drug 2: CC1=C(C=C(C=C1)NC(=O)C2=CC=C(C=C2)CN3CCN(CC3)C)NC4=NC=CC(=N4)C5=CN=CC=C5. Cell line: 786-0. Synergy scores: CSS=9.00, Synergy_ZIP=-6.31, Synergy_Bliss=-8.19, Synergy_Loewe=-7.13, Synergy_HSA=-6.55. (6) Synergy scores: CSS=19.6, Synergy_ZIP=-0.559, Synergy_Bliss=-0.412, Synergy_Loewe=-2.24, Synergy_HSA=-0.900. Drug 2: COCCOC1=C(C=C2C(=C1)C(=NC=N2)NC3=CC=CC(=C3)C#C)OCCOC.Cl. Cell line: 786-0. Drug 1: CC12CCC3C(C1CCC2=O)CC(=C)C4=CC(=O)C=CC34C. (7) Drug 1: C1=CC(=CC=C1C#N)C(C2=CC=C(C=C2)C#N)N3C=NC=N3. Drug 2: CC1=C(C=C(C=C1)C(=O)NC2=CC(=CC(=C2)C(F)(F)F)N3C=C(N=C3)C)NC4=NC=CC(=N4)C5=CN=CC=C5. Cell line: NCI-H322M. Synergy scores: CSS=-18.9, Synergy_ZIP=6.08, Synergy_Bliss=-4.63, Synergy_Loewe=-15.3, Synergy_HSA=-16.0. (8) Drug 1: C1=NC2=C(N1)C(=S)N=C(N2)N. Drug 2: C1C(C(OC1N2C=NC3=C(N=C(N=C32)Cl)N)CO)O. Cell line: K-562. Synergy scores: CSS=42.2, Synergy_ZIP=-2.59, Synergy_Bliss=-1.71, Synergy_Loewe=-1.94, Synergy_HSA=-0.325.